From a dataset of Catalyst prediction with 721,799 reactions and 888 catalyst types from USPTO. Predict which catalyst facilitates the given reaction. (1) Product: [O:25]=[C:26]1[NH:34][C:29]2=[N:30][CH:31]=[CH:32][CH:33]=[C:28]2[N:27]1[CH:35]1[CH2:36][CH2:37][N:38]([C:41]([O:16][C@H:9]2[C:10]3=[N:11][CH:12]=[CH:13][CH:14]=[C:15]3[C@@H:5]([OH:4])[C@H:6]([C:17]3[CH:22]=[CH:21][CH:20]=[C:19]([F:23])[C:18]=3[F:24])[CH2:7][CH2:8]2)=[O:42])[CH2:39][CH2:40]1. The catalyst class is: 9. Reactant: C([O:4][C@@H:5]1[C:15]2[C:10](=[N:11][CH:12]=[CH:13][CH:14]=2)[C@H:9]([OH:16])[CH2:8][CH2:7][C@H:6]1[C:17]1[CH:22]=[CH:21][CH:20]=[C:19]([F:23])[C:18]=1[F:24])(=O)C.[O:25]=[C:26]1[NH:34][C:29]2=[N:30][CH:31]=[CH:32][CH:33]=[C:28]2[N:27]1[CH:35]1[CH2:40][CH2:39][N:38]([C:41](OC2C=CC([N+]([O-])=O)=CC=2)=[O:42])[CH2:37][CH2:36]1.C[Si]([N-][Si](C)(C)C)(C)C.[Na+]. (2) Reactant: [F:1][C:2]1([F:18])[CH2:5][C:4]([C:12]([O:14]C(C)C)=[O:13])([C:6]([O:8][CH:9]([CH3:11])[CH3:10])=[O:7])[CH2:3]1.[OH-].[Na+]. Product: [F:1][C:2]1([F:18])[CH2:5][C:4]([C:6]([O:8][CH:9]([CH3:10])[CH3:11])=[O:7])([C:12]([OH:14])=[O:13])[CH2:3]1. The catalyst class is: 24. (3) Reactant: Cl[C:2]1[C:11]2[C:6](=[CH:7][C:8]([O:14][CH2:15][CH:16]3[CH2:21][CH2:20][N:19]([CH3:22])[CH2:18][CH2:17]3)=[C:9]([O:12][CH3:13])[CH:10]=2)[N:5]=[CH:4][N:3]=1.[OH:23][C:24]1[CH:33]=[CH:32][C:31]2[C:26](=[CH:27][CH:28]=[CH:29][CH:30]=2)[CH:25]=1.C(=O)([O-])[O-].[K+].[K+].C(Cl)Cl. Product: [CH3:13][O:12][C:9]1[CH:10]=[C:11]2[C:6](=[CH:7][C:8]=1[O:14][CH2:15][CH:16]1[CH2:21][CH2:20][N:19]([CH3:22])[CH2:18][CH2:17]1)[N:5]=[CH:4][N:3]=[C:2]2[O:23][C:24]1[CH:33]=[CH:32][C:31]2[C:26](=[CH:27][CH:28]=[CH:29][CH:30]=2)[CH:25]=1. The catalyst class is: 3. (4) Reactant: [CH3:1][C:2]1[CH:3]=[C:4]([CH:8]=[CH:9][CH:10]=1)[C:5](Cl)=[O:6].[NH2:11][C:12]1[NH:13][C:14]2[C:15]([N:36]=1)=[CH:16][C:17]1[C:18]([CH3:35])([CH3:34])[C:19](=[O:33])[N:20]([CH2:23][C:24]3[CH:29]=[CH:28][C:27]([F:30])=[CH:26][C:25]=3[O:31][CH3:32])[C:21]=1[CH:22]=2.CCN(C(C)C)C(C)C.N1CCCCC1. Product: [F:30][C:27]1[CH:28]=[CH:29][C:24]([CH2:23][N:20]2[C:21]3[CH:22]=[C:14]4[NH:13][C:12]([NH:11][C:5](=[O:6])[C:4]5[CH:8]=[CH:9][CH:10]=[C:2]([CH3:1])[CH:3]=5)=[N:36][C:15]4=[CH:16][C:17]=3[C:18]([CH3:35])([CH3:34])[C:19]2=[O:33])=[C:25]([O:31][CH3:32])[CH:26]=1. The catalyst class is: 36. (5) Reactant: [C:1]1([CH2:11][P+](C2C=CC=CC=2)(C2C=CC=CC=2)C2C=CC=CC=2)[C:10]2[C:5](=[CH:6][CH:7]=[CH:8][CH:9]=2)[CH:4]=[CH:3][CH:2]=1.[H-].[Na+].[F:33][C:34]1[CH:41]=[CH:40][C:37]([CH:38]=O)=[CH:36][CH:35]=1. Product: [F:33][C:34]1[CH:41]=[CH:40][C:37]([CH:38]=[CH:11][C:1]2[C:10]3[C:5](=[CH:6][CH:7]=[CH:8][CH:9]=3)[CH:4]=[CH:3][CH:2]=2)=[CH:36][CH:35]=1. The catalyst class is: 1.